From a dataset of NCI-60 drug combinations with 297,098 pairs across 59 cell lines. Regression. Given two drug SMILES strings and cell line genomic features, predict the synergy score measuring deviation from expected non-interaction effect. (1) Drug 1: CCC1(CC2CC(C3=C(CCN(C2)C1)C4=CC=CC=C4N3)(C5=C(C=C6C(=C5)C78CCN9C7C(C=CC9)(C(C(C8N6C=O)(C(=O)OC)O)OC(=O)C)CC)OC)C(=O)OC)O.OS(=O)(=O)O. Drug 2: C1CN1C2=NC(=NC(=N2)N3CC3)N4CC4. Cell line: ACHN. Synergy scores: CSS=50.2, Synergy_ZIP=1.62, Synergy_Bliss=2.62, Synergy_Loewe=-0.691, Synergy_HSA=0.424. (2) Drug 1: COC1=C(C=C2C(=C1)N=CN=C2NC3=CC(=C(C=C3)F)Cl)OCCCN4CCOCC4. Drug 2: CN1C2=C(C=C(C=C2)N(CCCl)CCCl)N=C1CCCC(=O)O.Cl. Cell line: UACC62. Synergy scores: CSS=20.2, Synergy_ZIP=-5.06, Synergy_Bliss=0.423, Synergy_Loewe=-5.19, Synergy_HSA=1.61. (3) Drug 1: C1=C(C(=O)NC(=O)N1)F. Drug 2: C1=NNC2=C1C(=O)NC=N2. Cell line: HCC-2998. Synergy scores: CSS=21.5, Synergy_ZIP=-6.43, Synergy_Bliss=-12.2, Synergy_Loewe=-14.4, Synergy_HSA=-11.7. (4) Drug 1: CC(C1=C(C=CC(=C1Cl)F)Cl)OC2=C(N=CC(=C2)C3=CN(N=C3)C4CCNCC4)N. Drug 2: CCN(CC)CCNC(=O)C1=C(NC(=C1C)C=C2C3=C(C=CC(=C3)F)NC2=O)C. Cell line: SF-539. Synergy scores: CSS=10.7, Synergy_ZIP=-1.16, Synergy_Bliss=2.31, Synergy_Loewe=1.58, Synergy_HSA=2.28. (5) Drug 1: C1C(C(OC1N2C=NC3=C(N=C(N=C32)Cl)N)CO)O. Drug 2: CCN(CC)CCNC(=O)C1=C(NC(=C1C)C=C2C3=C(C=CC(=C3)F)NC2=O)C. Cell line: MDA-MB-435. Synergy scores: CSS=30.2, Synergy_ZIP=-9.33, Synergy_Bliss=-2.27, Synergy_Loewe=-14.0, Synergy_HSA=-2.35. (6) Drug 1: CC1=C(C(CCC1)(C)C)C=CC(=CC=CC(=CC(=O)O)C)C. Drug 2: C1=NC2=C(N=C(N=C2N1C3C(C(C(O3)CO)O)F)Cl)N. Cell line: SN12C. Synergy scores: CSS=25.0, Synergy_ZIP=-5.83, Synergy_Bliss=-0.604, Synergy_Loewe=-21.5, Synergy_HSA=-1.12. (7) Drug 1: CC1=C(N=C(N=C1N)C(CC(=O)N)NCC(C(=O)N)N)C(=O)NC(C(C2=CN=CN2)OC3C(C(C(C(O3)CO)O)O)OC4C(C(C(C(O4)CO)O)OC(=O)N)O)C(=O)NC(C)C(C(C)C(=O)NC(C(C)O)C(=O)NCCC5=NC(=CS5)C6=NC(=CS6)C(=O)NCCC[S+](C)C)O. Drug 2: CC(C)NC(=O)C1=CC=C(C=C1)CNNC.Cl. Cell line: HCC-2998. Synergy scores: CSS=10.1, Synergy_ZIP=-0.956, Synergy_Bliss=7.85, Synergy_Loewe=-3.81, Synergy_HSA=3.79.